Dataset: Forward reaction prediction with 1.9M reactions from USPTO patents (1976-2016). Task: Predict the product of the given reaction. Given the reactants [CH3:1][O:2][C:3]1[CH:8]=[CH:7][C:6]([C@@H:9]2[C@@H:14]([O:15][CH2:16][C:17]3[CH:18]=[CH:19][C:20]4[O:25][CH2:24][CH2:23][N:22]([CH2:26][CH2:27][CH2:28][O:29][CH3:30])[C:21]=4[CH:31]=3)[CH2:13][N:12]([S:32]([C:35]3[CH:40]=[CH:39][C:38]([CH3:41])=[CH:37][CH:36]=3)(=[O:34])=[O:33])[C@@H:11]([CH2:42][C:43](=[O:46])[CH:44]=[CH2:45])[CH2:10]2)=[CH:5][CH:4]=1.C(N1CCN2CCN(C(CC)C)P1N(C(CC)C)CC2)(CC)C.[CH3:70][OH:71], predict the reaction product. The product is: [CH3:70][O:71][CH2:45][CH2:44][C:43](=[O:46])[CH2:42][C@H:11]1[CH2:10][C@H:9]([C:6]2[CH:7]=[CH:8][C:3]([O:2][CH3:1])=[CH:4][CH:5]=2)[C@@H:14]([O:15][CH2:16][C:17]2[CH:18]=[CH:19][C:20]3[O:25][CH2:24][CH2:23][N:22]([CH2:26][CH2:27][CH2:28][O:29][CH3:30])[C:21]=3[CH:31]=2)[CH2:13][N:12]1[S:32]([C:35]1[CH:40]=[CH:39][C:38]([CH3:41])=[CH:37][CH:36]=1)(=[O:34])=[O:33].